This data is from Full USPTO retrosynthesis dataset with 1.9M reactions from patents (1976-2016). The task is: Predict the reactants needed to synthesize the given product. (1) Given the product [NH2:25][C:24]1[S:26][C:9]2[C:10]([OH:23])=[N:11][C:12]([S:14][C@H:15]([C:17]3[CH:18]=[CH:19][CH:20]=[CH:21][CH:22]=3)[CH3:16])=[N:13][C:8]=2[N:7]=1, predict the reactants needed to synthesize it. The reactants are: N1C=CC=CC=1.[NH2:7][C:8]1[N:13]=[C:12]([S:14][C@H:15]([C:17]2[CH:22]=[CH:21][CH:20]=[CH:19][CH:18]=2)[CH3:16])[N:11]=[C:10]([OH:23])[CH:9]=1.[C:24]([S-:26])#[N:25].[K+].BrBr. (2) The reactants are: [CH3:1][C:2]1[C:6]([C:7](OC)=[O:8])=[C:5]([CH3:11])[O:4][N:3]=1.[H-].[H-].[H-].[H-].[Li+].[Al+3]. Given the product [CH3:1][C:2]1[C:6]([CH2:7][OH:8])=[C:5]([CH3:11])[O:4][N:3]=1, predict the reactants needed to synthesize it. (3) Given the product [CH3:24][C:19]1[CH:18]=[C:17]([S:14]([N:11]2[C:12]3[C:8](=[CH:7][CH:6]=[C:5]([C:3]([OH:4])=[O:2])[CH:13]=3)[CH2:9][CH2:10]2)(=[O:16])=[O:15])[CH:22]=[C:21]([CH3:23])[CH:20]=1, predict the reactants needed to synthesize it. The reactants are: C[O:2][C:3]([C:5]1[CH:13]=[C:12]2[C:8]([CH2:9][CH2:10][N:11]2[S:14]([C:17]2[CH:22]=[C:21]([CH3:23])[CH:20]=[C:19]([CH3:24])[CH:18]=2)(=[O:16])=[O:15])=[CH:7][CH:6]=1)=[O:4].[OH-].[K+].O. (4) The reactants are: [Cl:1][C:2]1[C:3]([F:23])=[C:4]([NH:9][C:10]2[C:19]3[C:14](=[CH:15][C:16]([O:21][CH3:22])=[C:17]([OH:20])[CH:18]=3)[N:13]=[CH:12][N:11]=2)[CH:5]=[CH:6][C:7]=1[Cl:8].CC1C=CC(S(O[CH:35]2[CH2:40][CH2:39][N:38]([C:41](=[O:44])[CH:42]=[CH2:43])[CH2:37][CH2:36]2)(=O)=O)=CC=1.C([O-])([O-])=O.[K+].[K+]. Given the product [Cl:1][C:2]1[C:3]([F:23])=[C:4]([NH:9][C:10]2[C:19]3[C:14](=[CH:15][C:16]([O:21][CH3:22])=[C:17]([O:20][CH:35]4[CH2:40][CH2:39][N:38]([C:41](=[O:44])[CH:42]=[CH2:43])[CH2:37][CH2:36]4)[CH:18]=3)[N:13]=[CH:12][N:11]=2)[CH:5]=[CH:6][C:7]=1[Cl:8], predict the reactants needed to synthesize it. (5) Given the product [F:17][C:18]1[C:19]([O:38][CH3:39])=[CH:20][C:21]([CH2:33][C:34]([F:37])([F:36])[F:35])=[C:22]([C:2]2[N:7]=[CH:6][C:5]3[CH:8]=[N:9][N:10]([CH:11]4[CH2:16][CH2:15][CH2:14][CH2:13][O:12]4)[C:4]=3[CH:3]=2)[CH:23]=1, predict the reactants needed to synthesize it. The reactants are: Cl[C:2]1[N:7]=[CH:6][C:5]2[CH:8]=[N:9][N:10]([CH:11]3[CH2:16][CH2:15][CH2:14][CH2:13][O:12]3)[C:4]=2[CH:3]=1.[F:17][C:18]1[C:19]([O:38][CH3:39])=[CH:20][C:21]([CH2:33][C:34]([F:37])([F:36])[F:35])=[C:22](B2OC(C)(C)C(C)(C)O2)[CH:23]=1.P([O-])([O-])([O-])=O.[K+].[K+].[K+]. (6) Given the product [CH2:6]([O:8][C:4]([C:10]1[CH:15]=[CH:14][C:13]([O:16][CH:17]([F:19])[F:18])=[CH:12][N:11]=1)=[O:5])[CH3:7], predict the reactants needed to synthesize it. The reactants are: CN([CH:4]=[O:5])C.[CH2:6]([OH:8])[CH3:7].Br[C:10]1[CH:15]=[CH:14][C:13]([O:16][CH:17]([F:19])[F:18])=[CH:12][N:11]=1.C(N(CC)CC)C. (7) Given the product [CH2:1]([O:3][C:4]([C:6]1[N:10]([CH2:11][C:12]2[CH:17]=[CH:16][C:15]([C:18]3[CH:23]=[CH:22][CH:21]=[CH:20][C:19]=3[C:24]3[N:28]([C:29]([C:30]4[CH:35]=[CH:34][CH:33]=[CH:32][CH:31]=4)([C:36]4[CH:41]=[CH:40][CH:39]=[CH:38][CH:37]=4)[C:42]4[CH:43]=[CH:44][CH:45]=[CH:46][CH:47]=4)[N:27]=[N:26][N:25]=3)=[CH:14][CH:13]=2)[C:9]([CH2:48][CH2:49][CH3:50])=[N:8][C:7]=1[CH2:51][S:52][CH2:53][C:54]1[CH:55]=[CH:56][C:57]([O:60][C:61]2[CH:66]=[CH:65][C:64]([NH2:67])=[C:63]([N:70]([C:72]([O:74][C:75]([CH3:77])([CH3:76])[CH3:78])=[O:73])[CH3:71])[CH:62]=2)=[N:58][CH:59]=1)=[O:5])[CH3:2], predict the reactants needed to synthesize it. The reactants are: [CH2:1]([O:3][C:4]([C:6]1[N:10]([CH2:11][C:12]2[CH:17]=[CH:16][C:15]([C:18]3[CH:23]=[CH:22][CH:21]=[CH:20][C:19]=3[C:24]3[N:28]([C:29]([C:42]4[CH:47]=[CH:46][CH:45]=[CH:44][CH:43]=4)([C:36]4[CH:41]=[CH:40][CH:39]=[CH:38][CH:37]=4)[C:30]4[CH:35]=[CH:34][CH:33]=[CH:32][CH:31]=4)[N:27]=[N:26][N:25]=3)=[CH:14][CH:13]=2)[C:9]([CH2:48][CH2:49][CH3:50])=[N:8][C:7]=1[CH2:51][S:52][CH2:53][C:54]1[CH:55]=[CH:56][C:57]([O:60][C:61]2[CH:66]=[CH:65][C:64]([N+:67]([O-])=O)=[C:63]([N:70]([C:72]([O:74][C:75]([CH3:78])([CH3:77])[CH3:76])=[O:73])[CH3:71])[CH:62]=2)=[N:58][CH:59]=1)=[O:5])[CH3:2].CO.[H][H].